Task: Predict the reaction yield, written as a fraction of the theoretical maximum amount of product (1.0 means a 100% yield; for example, 0.34 means a 34% yield).. Dataset: Reaction yield outcomes from USPTO patents with 853,638 reactions (1) The catalyst is C1(C)C=CC=CC=1.O.CC(P(C(C)(C)C)C1C=CC(N(C)C)=CC=1)(C)C.CC(P(C(C)(C)C)C1C=CC(N(C)C)=CC=1)(C)C.Cl[Pd]Cl. The reactants are [C:1]([N:5]1[C:9]2[CH:10]=[CH:11][C:12](B3OC(C)(C)C(C)(C)O3)=[CH:13][C:8]=2[N:7]=[C:6]1[C:23]1[CH:28]=[C:27]([O:29][CH3:30])[CH:26]=[CH:25][C:24]=1[N:31]1[CH:35]=[CH:34][CH:33]=[N:32]1)([CH3:4])([CH3:3])[CH3:2].Br[C:37]1[CH:38]=[C:39]2[CH2:45][CH2:44][NH:43][C:40]2=[N:41][CH:42]=1.C(=O)([O-])[O-].[K+].[K+]. The product is [C:1]([N:5]1[C:9]2[CH:10]=[CH:11][C:12]([C:37]3[CH:38]=[C:39]4[CH2:45][CH2:44][NH:43][C:40]4=[N:41][CH:42]=3)=[CH:13][C:8]=2[N:7]=[C:6]1[C:23]1[CH:28]=[C:27]([O:29][CH3:30])[CH:26]=[CH:25][C:24]=1[N:31]1[CH:35]=[CH:34][CH:33]=[N:32]1)([CH3:3])([CH3:4])[CH3:2]. The yield is 0.170. (2) The product is [CH:12]1([NH:11][C:9](=[O:10])[C:8]([C:5]2[CH:6]=[CH:7][C:2]([NH:1][CH2:32][C:29]3[CH:30]=[CH:31][C:26]([C:25]([O:24][CH3:23])=[O:34])=[CH:27][CH:28]=3)=[CH:3][CH:4]=2)=[CH:15][C:16]2[CH:21]=[CH:20][C:19]([F:22])=[CH:18][CH:17]=2)[CH2:13][CH2:14]1. The yield is 0.800. The reactants are [NH2:1][C:2]1[CH:7]=[CH:6][C:5]([C:8](=[CH:15][C:16]2[CH:21]=[CH:20][C:19]([F:22])=[CH:18][CH:17]=2)[C:9]([NH:11][CH:12]2[CH2:14][CH2:13]2)=[O:10])=[CH:4][CH:3]=1.[CH3:23][O:24][C:25](=[O:34])[C:26]1[CH:31]=[CH:30][C:29]([CH:32]=O)=[CH:28][CH:27]=1.C(O[BH-](OC(=O)C)OC(=O)C)(=O)C.[Na+].C(O)(=O)C. The catalyst is ClC(Cl)C.C(OCC)(=O)C.O. (3) The reactants are C(OC(=O)[NH:7][CH:8]1[CH2:12][C:11](=[O:13])[N:10]([C:14]2[CH:15]=[CH:16][C:17]3[O:22][CH2:21][C:20](=[O:23])[NH:19][C:18]=3[CH:24]=2)[CH2:9]1)(C)(C)C.FC(F)(F)C(O)=O. The catalyst is ClCCl. The product is [NH2:7][CH:8]1[CH2:9][N:10]([C:14]2[CH:15]=[CH:16][C:17]3[O:22][CH2:21][C:20](=[O:23])[NH:19][C:18]=3[CH:24]=2)[C:11](=[O:13])[CH2:12]1. The yield is 0.880.